From a dataset of CYP3A4 inhibition data for predicting drug metabolism from PubChem BioAssay. Regression/Classification. Given a drug SMILES string, predict its absorption, distribution, metabolism, or excretion properties. Task type varies by dataset: regression for continuous measurements (e.g., permeability, clearance, half-life) or binary classification for categorical outcomes (e.g., BBB penetration, CYP inhibition). Dataset: cyp3a4_veith. The compound is NCC1CCC(C(=O)O)CC1. The result is 0 (non-inhibitor).